From a dataset of Full USPTO retrosynthesis dataset with 1.9M reactions from patents (1976-2016). Predict the reactants needed to synthesize the given product. (1) The reactants are: CN(C(ON1N=NC2C=CC=NC1=2)=[N+](C)C)C.F[P-](F)(F)(F)(F)F.[C:25]([C:29]1[S:30][CH:31]=[C:32]([C:34]([OH:36])=O)[N:33]=1)([CH3:28])([CH3:27])[CH3:26].[Si:37]([O:44][CH2:45][CH2:46][C:47]1[CH:48]=[C:49]([CH2:52][N:53]2[CH2:63][CH2:62][C:56]3([O:61][CH2:60][CH2:59][NH:58][CH2:57]3)[CH2:55][CH2:54]2)[S:50][CH:51]=1)([C:40]([CH3:43])([CH3:42])[CH3:41])([CH3:39])[CH3:38].C(N(CC)CC)C. Given the product [CH3:52][CH2:49][CH2:48][CH:47]([CH3:51])[CH3:46].[Si:37]([O:44][CH2:45][CH2:46][C:47]1[CH:48]=[C:49]([CH2:52][N:53]2[CH2:63][CH2:62][C:56]3([O:61][CH2:60][CH2:59][N:58]([C:34]([C:32]4[N:33]=[C:29]([C:25]([CH3:26])([CH3:27])[CH3:28])[S:30][CH:31]=4)=[O:36])[CH2:57]3)[CH2:55][CH2:54]2)[S:50][CH:51]=1)([C:40]([CH3:41])([CH3:42])[CH3:43])([CH3:39])[CH3:38], predict the reactants needed to synthesize it. (2) Given the product [CH:15]1([NH:21][C:2]2[CH:11]=[CH:10][C:5]([C:6]([O:8][CH3:9])=[O:7])=[CH:4][C:3]=2[N+:12]([O-:14])=[O:13])[CH2:20][CH2:19][CH2:18][CH2:17][CH2:16]1, predict the reactants needed to synthesize it. The reactants are: Cl[C:2]1[CH:11]=[CH:10][C:5]([C:6]([O:8][CH3:9])=[O:7])=[CH:4][C:3]=1[N+:12]([O-:14])=[O:13].[CH:15]1([NH2:21])[CH2:20][CH2:19][CH2:18][CH2:17][CH2:16]1.C(N(CC)CC)C. (3) Given the product [CH2:21]([C@H:4]1[C@H:3]([CH3:23])[C@@H:2]([NH:1][C:34]2[N:39]=[C:38]([CH3:40])[CH:37]=[CH:36][N:35]=2)[C:11]2[C:6](=[CH:7][CH:8]=[C:9]([N:12]3[CH2:13][CH2:14][O:15][CH2:16][CH2:17]3)[CH:10]=2)[N:5]1[C:18](=[O:20])[CH3:19])[CH3:22], predict the reactants needed to synthesize it. The reactants are: [NH2:1][C@H:2]1[C:11]2[C:6](=[CH:7][CH:8]=[C:9]([N:12]3[CH2:17][CH2:16][O:15][CH2:14][CH2:13]3)[CH:10]=2)[N:5]([C:18](=[O:20])[CH3:19])[C@@H:4]([CH2:21][CH3:22])[C@@H:3]1[CH3:23].C(N(CC)C(C)C)(C)C.Br[C:34]1[N:39]=[C:38]([CH3:40])[CH:37]=[CH:36][N:35]=1. (4) Given the product [Cl:6][C:7]1[CH:8]=[C:9]([CH:13]=[C:14]([S:2]([Cl:1])(=[O:5])=[O:3])[C:15]=1[OH:16])[C:10]([OH:12])=[O:11], predict the reactants needed to synthesize it. The reactants are: [Cl:1][S:2]([OH:5])(=O)=[O:3].[Cl:6][C:7]1[CH:8]=[C:9]([CH:13]=[CH:14][C:15]=1[OH:16])[C:10]([OH:12])=[O:11]. (5) Given the product [CH2:1]([O:8][C:9]([N:11]1[CH2:17][CH2:16][CH2:15][CH:14]([NH:18][C:19](=[O:26])[C@@H:20]([NH:25][C:51]([C:43]2[O:42][C:46]3[CH:47]=[CH:48][CH:49]=[CH:50][C:45]=3[CH:44]=2)=[O:52])[CH2:21][CH:22]([CH3:24])[CH3:23])[CH:13]([OH:27])[CH2:12]1)=[O:10])[C:2]1[CH:7]=[CH:6][CH:5]=[CH:4][CH:3]=1, predict the reactants needed to synthesize it. The reactants are: [CH2:1]([O:8][C:9]([N:11]1[CH2:17][CH2:16][CH2:15][CH:14]([NH:18][C:19](=[O:26])[C@@H:20]([NH2:25])[CH2:21][CH:22]([CH3:24])[CH3:23])[CH:13]([OH:27])[CH2:12]1)=[O:10])[C:2]1[CH:7]=[CH:6][CH:5]=[CH:4][CH:3]=1.C(Cl)CCl.C1C=CC2N(O)N=NC=2C=1.[O:42]1[C:46]2[CH:47]=[CH:48][CH:49]=[CH:50][C:45]=2[CH:44]=[C:43]1[C:51](O)=[O:52]. (6) Given the product [F:1][C:6]1[CH:7]=[C:8]([CH:16]=[CH:17][C:18]=1[N+:19]([O-:21])=[O:20])[C:9]([NH:11][CH2:12][C:13]([OH:15])=[O:14])=[O:10], predict the reactants needed to synthesize it. The reactants are: [F-:1].[K+].I([C:6]1[CH:7]=[C:8]([CH:16]=[CH:17][C:18]=1[N+:19]([O-:21])=[O:20])[C:9]([NH:11][CH2:12][C:13]([O-:15])=[O:14])=[O:10])(=O)=O.[K+].C1OCCOCCOCCOCCOCCOC1. (7) Given the product [F:1][C:2]1[CH:7]=[CH:6][C:5]([NH:8][C:9]([C:11]2[O:15][C:14]([CH3:16])=[N:13][C:12]=2[CH3:17])=[O:10])=[CH:4][C:3]=1[C:18]1[N:19]=[C:20]2[N:25]=[CH:24][C:23]([C:26]#[C:27][CH2:28][CH2:29][OH:30])=[CH:22][N:21]2[CH:37]=1, predict the reactants needed to synthesize it. The reactants are: [F:1][C:2]1[CH:7]=[CH:6][C:5]([NH:8][C:9]([C:11]2[O:15][C:14]([CH3:16])=[N:13][C:12]=2[CH3:17])=[O:10])=[CH:4][C:3]=1[C:18]1[N:19]=[C:20]2[N:25]=[CH:24][C:23]([C:26]#[C:27][CH2:28][CH2:29][O:30]C3CCCCO3)=[CH:22][N:21]2[CH:37]=1.C1(C)C=CC(S(O)(=O)=O)=CC=1.CCOC(C)=O.C([O-])(O)=O.[Na+]. (8) Given the product [CH:1]1[C:10]2[CH:9]=[CH:8][CH:7]=[C:6]([S:11]([NH2:15])(=[O:13])=[O:12])[C:5]=2[CH:4]=[CH:3][N:2]=1, predict the reactants needed to synthesize it. The reactants are: [CH:1]1[C:10]2[CH:9]=[CH:8][CH:7]=[C:6]([S:11](Cl)(=[O:13])=[O:12])[C:5]=2[CH:4]=[CH:3][N:2]=1.[NH4+:15].[OH-].